From a dataset of Full USPTO retrosynthesis dataset with 1.9M reactions from patents (1976-2016). Predict the reactants needed to synthesize the given product. (1) Given the product [OH:14][C:10]1[CH:11]=[C:12]2[C:7](=[CH:8][CH:9]=1)[C:6]([O:16][C:17]1[CH:18]=[CH:19][C:20](/[CH:23]=[CH:24]/[C:25]([OH:27])=[O:26])=[CH:21][CH:22]=1)=[C:5]([C:28]1[CH:29]=[CH:30][CH:31]=[CH:32][CH:33]=1)[C:4]([CH:2]([CH3:3])[CH3:1])=[CH:13]2, predict the reactants needed to synthesize it. The reactants are: [CH3:1][CH:2]([C:4]1[C:5]([C:28]2[CH:33]=[CH:32][CH:31]=[CH:30][CH:29]=2)=[C:6]([O:16][C:17]2[CH:22]=[CH:21][C:20](/[CH:23]=[CH:24]/[C:25]([OH:27])=[O:26])=[CH:19][CH:18]=2)[C:7]2[C:12]([CH:13]=1)=[CH:11][C:10]([O:14]C)=[CH:9][CH:8]=2)[CH3:3].B(Br)(Br)Br. (2) Given the product [NH4+:10].[OH-:16].[NH2:18][C:9]1[C:8]2[CH:7]=[C:6]([C:1]3[CH2:5][CH2:4][CH2:3][CH:2]=3)[S:14][C:13]=2[C:12]([C:15]([NH2:17])=[O:16])=[CH:11][N:10]=1, predict the reactants needed to synthesize it. The reactants are: [C:1]1([C:6]2[S:14][C:13]3[C:12]([C:15]([NH2:17])=[O:16])=[CH:11][N:10]=[C:9]([NH:18]CC4C=CC(OC)=CC=4)[C:8]=3[CH:7]=2)[CH2:5][CH2:4][CH2:3][CH:2]=1.C(O)(C(F)(F)F)=O. (3) Given the product [Br:17][CH2:18][CH2:19][O:10][C:7]1[CH:8]=[CH:9][C:4]([CH2:3][CH2:2][OH:1])=[CH:5][CH:6]=1, predict the reactants needed to synthesize it. The reactants are: [OH:1][CH2:2][CH2:3][C:4]1[CH:9]=[CH:8][C:7]([OH:10])=[CH:6][CH:5]=1.C(=O)([O-])[O-].[K+].[K+].[Br:17][CH2:18][CH2:19]Br. (4) Given the product [CH3:27][O:28][CH:29]([O:43][CH3:44])[CH2:30][C:31]1[CH:32]=[C:33]2[C:37](=[CH:38][CH:39]=1)[C:36](=[C:5]1[C:4]3[C:8](=[CH:9][CH:10]=[C:2]([F:1])[CH:3]=3)[NH:7][C:6]1=[O:11])[O:35][C:34]2([CH3:42])[CH3:41], predict the reactants needed to synthesize it. The reactants are: [F:1][C:2]1[CH:3]=[C:4]2[C:8](=[CH:9][CH:10]=1)[NH:7][C:6](=[O:11])[CH2:5]2.[Li+].C[Si]([N-][Si](C)(C)C)(C)C.C1COCC1.[CH3:27][O:28][CH:29]([O:43][CH3:44])[CH2:30][C:31]1[CH:32]=[C:33]2[C:37](=[CH:38][CH:39]=1)[C:36](=O)[O:35][C:34]2([CH3:42])[CH3:41]. (5) The reactants are: [NH2:1][C:2]1[CH:7]=[CH:6][C:5]([Cl:8])=[CH:4][C:3]=1[C:9]([C:11]1[CH:16]=[CH:15][CH:14]=[C:13]([Cl:17])[CH:12]=1)=O.[CH2:18]([CH:20]([CH2:26][CH3:27])[C:21](=O)[CH2:22][C:23]#[N:24])[CH3:19]. Given the product [Cl:8][C:5]1[CH:4]=[C:3]2[C:2](=[CH:7][CH:6]=1)[N:1]=[C:21]([CH:20]([CH2:26][CH3:27])[CH2:18][CH3:19])[C:22]([C:23]#[N:24])=[C:9]2[C:11]1[CH:16]=[CH:15][CH:14]=[C:13]([Cl:17])[CH:12]=1, predict the reactants needed to synthesize it. (6) Given the product [N+:34]([C:23]1[CH:24]=[CH:25][C:26]([N:28]2[CH2:29][CH2:30][CH2:31][CH2:32][CH2:33]2)=[CH:27][C:22]=1[C:20]1[CH:21]=[C:16]([O:7][CH2:6][C:5]2[CH:8]=[CH:9][CH:10]=[C:3]([C:2]([F:11])([F:12])[F:1])[CH:4]=2)[N:17]=[CH:18][N:19]=1)([O-:36])=[O:35], predict the reactants needed to synthesize it. The reactants are: [F:1][C:2]([F:12])([F:11])[C:3]1[CH:4]=[C:5]([CH:8]=[CH:9][CH:10]=1)[CH2:6][OH:7].[H-].[Na+].Cl[C:16]1[CH:21]=[C:20]([C:22]2[CH:27]=[C:26]([N:28]3[CH2:33][CH2:32][CH2:31][CH2:30][CH2:29]3)[CH:25]=[CH:24][C:23]=2[N+:34]([O-:36])=[O:35])[N:19]=[CH:18][N:17]=1. (7) Given the product [C:1]1(=[O:16])[C:13]2[C:5]([C:6]3[C:11]([CH:12]=2)=[CH:10][CH:9]=[CH:8][CH:7]=3)=[CH:4][CH:3]=[CH:2]1.[CH:1]1[C:13]2[CH2:12][C:11]3[C:6](=[CH:7][CH:8]=[CH:9][CH:10]=3)[C:5]=2[CH:4]=[CH:3][CH:2]=1, predict the reactants needed to synthesize it. The reactants are: [CH:1]1[C:13]2[CH2:12][C:11]3[C:6](=[CH:7][CH:8]=[CH:9][CH:10]=3)[C:5]=2[CH:4]=[CH:3][CH:2]=1.C(ON1C(=O)N(OC(=O)C)C(=O)N(OC(=O)C)C1=O)(=[O:16])C.C(O)(=O)C.O=O. (8) The reactants are: Br[C:2]1[CH:7]=[CH:6][C:5]([C@@H:8]([N:10]2[CH2:15][CH2:14][C@@:13]([C:20]3[CH:25]=[CH:24][C:23]([F:26])=[CH:22][CH:21]=3)([CH2:16][CH2:17][CH2:18][OH:19])[O:12][C:11]2=[O:27])[CH3:9])=[CH:4][CH:3]=1.[CH3:28][O:29][C:30]([C:32]1[CH:33]=[C:34](B(O)O)[CH:35]=[N:36][CH:37]=1)=[O:31].C([O-])([O-])=O.[Cs+].[Cs+]. Given the product [F:26][C:23]1[CH:24]=[CH:25][C:20]([C@:13]2([CH2:16][CH2:17][CH2:18][OH:19])[O:12][C:11](=[O:27])[N:10]([C@H:8]([C:5]3[CH:6]=[CH:7][C:2]([C:34]4[CH:35]=[N:36][CH:37]=[C:32]([CH:33]=4)[C:30]([O:29][CH3:28])=[O:31])=[CH:3][CH:4]=3)[CH3:9])[CH2:15][CH2:14]2)=[CH:21][CH:22]=1, predict the reactants needed to synthesize it. (9) Given the product [C:45]([C:36]1[C:37](=[O:44])[N:38]([CH2:40][CH:41]([CH3:42])[CH3:43])[N:39]=[C:34]([C:28]2[CH:29]=[CH:30][C:31]([F:33])=[CH:32][C:27]=2[F:26])[CH:35]=1)([OH:47])=[O:46], predict the reactants needed to synthesize it. The reactants are: FC1C=C(C2C=C(COS(C)(=O)=O)C(=O)N(CC(C)C)N=2)C=CC=1F.[F:26][C:27]1[CH:32]=[C:31]([F:33])[CH:30]=[CH:29][C:28]=1[C:34]1[CH:35]=[C:36]([C:45]([O:47]C)=[O:46])[C:37](=[O:44])[N:38]([CH2:40][CH:41]([CH3:43])[CH3:42])[N:39]=1.